Predict the product of the given reaction. From a dataset of Forward reaction prediction with 1.9M reactions from USPTO patents (1976-2016). (1) Given the reactants C([O:8][CH2:9][CH2:10][O:11][C:12]1[CH:43]=[CH:42][C:15]([CH2:16][C@H:17]([C:35]([O:37][C:38]([CH3:41])([CH3:40])[CH3:39])=[O:36])[CH2:18][C@@H:19]([C:28]([O:30][C:31]([CH3:34])([CH3:33])[CH3:32])=[O:29])[NH:20][C:21]([O:23][C:24]([CH3:27])([CH3:26])[CH3:25])=[O:22])=[CH:14][C:13]=1[O:44][C:45]([CH3:48])([CH3:47])[CH3:46])C1C=CC=CC=1, predict the reaction product. The product is: [C:24]([O:23][C:21]([NH:20][C@H:19]([C:28]([O:30][C:31]([CH3:34])([CH3:33])[CH3:32])=[O:29])[CH2:18][C@H:17]([CH2:16][C:15]1[CH:42]=[CH:43][C:12]([O:11][CH2:10][CH2:9][OH:8])=[C:13]([O:44][C:45]([CH3:48])([CH3:47])[CH3:46])[CH:14]=1)[C:35]([O:37][C:38]([CH3:40])([CH3:39])[CH3:41])=[O:36])=[O:22])([CH3:25])([CH3:26])[CH3:27]. (2) Given the reactants [C:1]1([C:6]([O:8][CH3:9])=[O:7])[CH2:5][CH2:4][CH2:3][CH:2]=1.ClC1C=CC=C(C(OO)=[O:18])C=1, predict the reaction product. The product is: [C:1]12([C:6]([O:8][CH3:9])=[O:7])[O:18][CH:5]1[CH2:4][CH2:3][CH2:2]2. (3) Given the reactants C([O:3][C:4](=[O:16])[C:5]1[CH:10]=[CH:9][C:8]([CH3:11])=[C:7]([O:12][CH2:13][O:14][CH3:15])[CH:6]=1)C.C(O)(=O)C, predict the reaction product. The product is: [CH3:15][O:14][CH2:13][O:12][C:7]1[CH:6]=[C:5]([CH:10]=[CH:9][C:8]=1[CH3:11])[C:4]([OH:16])=[O:3]. (4) Given the reactants [Cl:1][C:2]1[C:10]2[N:9]=[N:8][N:7]([CH2:11][CH:12]3[CH2:14][CH2:13]3)[C:6]=2[CH:5]=[CH:4][C:3]=1[O:15]C.B(Br)(Br)Br, predict the reaction product. The product is: [Cl:1][C:2]1[C:10]2[N:9]=[N:8][N:7]([CH2:11][CH:12]3[CH2:14][CH2:13]3)[C:6]=2[CH:5]=[CH:4][C:3]=1[OH:15]. (5) Given the reactants [C:1]([O:5][C:6]([NH:8][CH2:9][C:10]1[N:11]([CH2:34][CH:35]([CH3:37])[CH3:36])[C:12](=[O:33])[C:13]2[C:18]([C:19]=1[C:20]1[CH:25]=[CH:24][CH:23]=[CH:22][CH:21]=1)=[CH:17][C:16]([O:26][C:27]([CH3:32])([CH3:31])[C:28]([OH:30])=O)=[CH:15][CH:14]=2)=[O:7])([CH3:4])([CH3:3])[CH3:2].Cl.C([N:41]=C=NCCCN(C)C)C.[NH4+].ON1C2C=CC=CC=2N=N1.O, predict the reaction product. The product is: [NH2:41][C:28](=[O:30])[C:27]([CH3:32])([CH3:31])[O:26][C:16]1[CH:17]=[C:18]2[C:13](=[CH:14][CH:15]=1)[C:12](=[O:33])[N:11]([CH2:34][CH:35]([CH3:37])[CH3:36])[C:10]([CH2:9][NH:8][C:6](=[O:7])[O:5][C:1]([CH3:3])([CH3:4])[CH3:2])=[C:19]2[C:20]1[CH:25]=[CH:24][CH:23]=[CH:22][CH:21]=1. (6) Given the reactants C([O:3][C:4]([C:6]1[N:7]([CH2:19][C:20]2[CH:25]=[CH:24][C:23]([CH3:26])=[CH:22][CH:21]=2)[CH:8]=[C:9]([CH3:18])[C:10]=1[C:11]1[CH:16]=[CH:15][C:14]([CH3:17])=[CH:13][CH:12]=1)=[O:5])C.[OH-].[Na+], predict the reaction product. The product is: [CH3:18][C:9]1[C:10]([C:11]2[CH:12]=[CH:13][C:14]([CH3:17])=[CH:15][CH:16]=2)=[C:6]([C:4]([OH:5])=[O:3])[N:7]([CH2:19][C:20]2[CH:21]=[CH:22][C:23]([CH3:26])=[CH:24][CH:25]=2)[CH:8]=1. (7) The product is: [Br:1][C:2]1[CH:7]=[CH:6][C:5]([N+:8]([O-:10])=[O:9])=[C:4]([CH:3]=1)[NH:21][CH2:20][C:17]1[CH:18]=[CH:19][C:14]([O:13][CH3:12])=[CH:15][CH:16]=1. Given the reactants [Br:1][C:2]1[CH:7]=[CH:6][C:5]([N+:8]([O-:10])=[O:9])=[C:4](F)[CH:3]=1.[CH3:12][O:13][C:14]1[CH:19]=[CH:18][C:17]([CH2:20][NH2:21])=[CH:16][CH:15]=1, predict the reaction product. (8) Given the reactants Br[C:2]1[CH:7]=[C:6]([Cl:8])[CH:5]=[CH:4][C:3]=1N.[N+:10]([C:13]1[CH:14]=[C:15](B(O)O)[CH:16]=[CH:17][CH:18]=1)([O-:12])=[O:11].[C:22]([O-:25])([O-])=O.[Na+].[Na+].[C:28]1(C)C=CC=C[CH:29]=1, predict the reaction product. The product is: [Cl:8][C:6]1[CH:7]=[CH:2][C:3]([CH2:28][CH2:29][CH:22]=[O:25])=[C:4]([C:15]2[CH:16]=[CH:17][CH:18]=[C:13]([N+:10]([O-:12])=[O:11])[CH:14]=2)[CH:5]=1.